This data is from NCI-60 drug combinations with 297,098 pairs across 59 cell lines. The task is: Regression. Given two drug SMILES strings and cell line genomic features, predict the synergy score measuring deviation from expected non-interaction effect. (1) Drug 1: CC1CCCC2(C(O2)CC(NC(=O)CC(C(C(=O)C(C1O)C)(C)C)O)C(=CC3=CSC(=N3)C)C)C. Drug 2: N.N.Cl[Pt+2]Cl. Cell line: MDA-MB-231. Synergy scores: CSS=43.9, Synergy_ZIP=-11.4, Synergy_Bliss=-10.0, Synergy_Loewe=-1.88, Synergy_HSA=-0.221. (2) Drug 1: CC(C1=C(C=CC(=C1Cl)F)Cl)OC2=C(N=CC(=C2)C3=CN(N=C3)C4CCNCC4)N. Drug 2: C1=NNC2=C1C(=O)NC=N2. Cell line: SF-295. Synergy scores: CSS=21.4, Synergy_ZIP=-3.07, Synergy_Bliss=2.57, Synergy_Loewe=-8.97, Synergy_HSA=4.02.